From a dataset of Forward reaction prediction with 1.9M reactions from USPTO patents (1976-2016). Predict the product of the given reaction. (1) Given the reactants [Cl:1][C:2]1[CH:3]=[C:4]([C:10](=O)[CH2:11][C:12]([O:14]CC)=O)[CH:5]=[CH:6][C:7]=1[S:8][CH3:9].S(O)(O)(=O)=O.[CH3:23][NH:24][NH2:25].C(N(CC)CC)C, predict the reaction product. The product is: [Cl:1][C:2]1[CH:3]=[C:4]([C:10]2[CH2:11][C:12](=[O:14])[N:24]([CH3:23])[N:25]=2)[CH:5]=[CH:6][C:7]=1[S:8][CH3:9]. (2) Given the reactants [CH:1]1([CH:6]([C:26]2[CH:31]=[CH:30][CH:29]=[CH:28][N:27]=2)[C:7]([NH:9][C:10]2[CH:11]=[C:12]3[C:16](=[CH:17][CH:18]=2)[N:15](C2CCCCO2)[N:14]=[C:13]3I)=[O:8])[CH2:5][CH2:4][CH2:3][CH2:2]1.[CH3:32][N:33]1[CH2:38][CH2:37][CH:36]([O:39][C:40]2[CH:45]=[CH:44][C:43](B3OC(C)(C)C(C)(C)O3)=[CH:42][CH:41]=2)[CH2:35][CH2:34]1, predict the reaction product. The product is: [CH:1]1([CH:6]([C:26]2[CH:31]=[CH:30][CH:29]=[CH:28][N:27]=2)[C:7]([NH:9][C:10]2[CH:11]=[C:12]3[C:16](=[CH:17][CH:18]=2)[NH:15][N:14]=[C:13]3[C:43]2[CH:44]=[CH:45][C:40]([O:39][CH:36]3[CH2:35][CH2:34][N:33]([CH3:32])[CH2:38][CH2:37]3)=[CH:41][CH:42]=2)=[O:8])[CH2:2][CH2:3][CH2:4][CH2:5]1. (3) Given the reactants [NH2:1][C:2]1[CH:11]=[C:10]([Cl:12])[C:9]([C:13]2[CH:14]=[C:15]3[C:19](=[CH:20][CH:21]=2)[N:18]([CH3:22])[CH:17]=[CH:16]3)=[CH:8][C:3]=1[C:4]([O:6][CH3:7])=[O:5].[CH3:23][O:24][C:25]([C:27]1[CH:28]=[C:29]([CH2:33][C:34](O)=[O:35])[CH:30]=[CH:31][CH:32]=1)=[O:26].CN(C(ON1N=NC2C=CC=NC1=2)=[N+](C)C)C.F[P-](F)(F)(F)(F)F.C(N(CC)CC)C, predict the reaction product. The product is: [Cl:12][C:10]1[C:9]([C:13]2[CH:14]=[C:15]3[C:19](=[CH:20][CH:21]=2)[N:18]([CH3:22])[CH:17]=[CH:16]3)=[CH:8][C:3]([C:4]([O:6][CH3:7])=[O:5])=[C:2]([NH:1][C:34](=[O:35])[CH2:33][C:29]2[CH:30]=[CH:31][CH:32]=[C:27]([C:25]([O:24][CH3:23])=[O:26])[CH:28]=2)[CH:11]=1.